From a dataset of Catalyst prediction with 721,799 reactions and 888 catalyst types from USPTO. Predict which catalyst facilitates the given reaction. (1) Reactant: C([O:3][C:4]([CH2:6][C:7]([C:9]1[CH:18]=[CH:17][C:16]2[C:11](=[CH:12][CH:13]=[CH:14][CH:15]=2)[C:10]=1[NH:19][CH2:20][C:21]([O:23][C:24]([CH3:27])([CH3:26])[CH3:25])=[O:22])=[O:8])=[O:5])C.[Li+].[OH-].OS([O-])(=O)=O.[Na+]. Product: [C:4]([CH2:6][C:7]([C:9]1[CH:18]=[CH:17][C:16]2[C:11](=[CH:12][CH:13]=[CH:14][CH:15]=2)[C:10]=1[NH:19][CH2:20][C:21]([O:23][C:24]([CH3:27])([CH3:26])[CH3:25])=[O:22])=[O:8])([OH:5])=[O:3]. The catalyst class is: 24. (2) Reactant: [NH2:1][C:2]1[CH:3]=[C:4]([NH:9][S:10]([C:13]2[CH:18]=[CH:17][C:16]([F:19])=[CH:15][CH:14]=2)(=[O:12])=[O:11])[C:5]([Cl:8])=[N:6][CH:7]=1.C[Si]([N-][Si](C)(C)C)(C)C.[Li+].F[C:31]1[C:36]([C:37]2[N:42]=[C:41]([CH3:43])[N:40]=[C:39]([NH2:44])[N:38]=2)=[CH:35][CH:34]=[CH:33][N:32]=1. Product: [NH2:44][C:39]1[N:40]=[C:41]([CH3:43])[N:42]=[C:37]([C:36]2[C:31]([NH:1][C:2]3[CH:3]=[C:4]([NH:9][S:10]([C:13]4[CH:14]=[CH:15][C:16]([F:19])=[CH:17][CH:18]=4)(=[O:11])=[O:12])[C:5]([Cl:8])=[N:6][CH:7]=3)=[N:32][CH:33]=[CH:34][CH:35]=2)[N:38]=1. The catalyst class is: 1. (3) Reactant: [CH3:1][C:2]1[CH:3]=[C:4]([N:9]2[C:13]([OH:14])=[C:12]([CH:15]=O)[C:11]([CH3:17])=[N:10]2)[CH:5]=[CH:6][C:7]=1[CH3:8].[OH:18][C:19]1[CH:28]=[C:27]([OH:29])[CH:26]=[CH:25][C:20]=1[C:21]([NH:23][NH2:24])=[O:22]. Product: [CH3:1][C:2]1[CH:3]=[C:4]([N:9]2[C:13](=[O:14])[C:12](=[CH:15][NH:24][NH:23][C:21](=[O:22])[C:20]3[CH:25]=[CH:26][C:27]([OH:29])=[CH:28][C:19]=3[OH:18])[C:11]([CH3:17])=[N:10]2)[CH:5]=[CH:6][C:7]=1[CH3:8]. The catalyst class is: 8. (4) Reactant: C([NH:8][C@H:9]1[CH2:14][CH2:13][N:12]([C:15]([O:17][C:18]([CH3:21])([CH3:20])[CH3:19])=[O:16])[CH2:11][C@H:10]1[O:22][CH2:23][CH:24]=[CH2:25])C1C=CC=CC=1.C([O-])=O.[NH4+]. Product: [NH2:8][C@H:9]1[CH2:14][CH2:13][N:12]([C:15]([O:17][C:18]([CH3:19])([CH3:20])[CH3:21])=[O:16])[CH2:11][C@H:10]1[O:22][CH2:23][CH2:24][CH3:25]. The catalyst class is: 43.